This data is from Catalyst prediction with 721,799 reactions and 888 catalyst types from USPTO. The task is: Predict which catalyst facilitates the given reaction. (1) Reactant: [Br:1][C:2]1[CH:9]=[CH:8][C:5]([C:6]#[N:7])=[C:4]([F:10])[CH:3]=1.[CH3:11][O-:12].[Na+]. Product: [Br:1][C:2]1[CH:9]=[CH:8][C:5]([C:6](=[NH:7])[O:12][CH3:11])=[C:4]([F:10])[CH:3]=1. The catalyst class is: 5. (2) Reactant: CN(C(ON1N=NC2C=CC=NC1=2)=[N+](C)C)C.F[P-](F)(F)(F)(F)F.[F:25][C@H:26]1[CH2:30][N:29]([S:31]([C:34]2[CH:39]=[CH:38][C:37]([F:40])=[CH:36][CH:35]=2)(=[O:33])=[O:32])[C@H:28]([C:41]([NH:43][CH2:44][C:45]2C=C(B3OC(C)(C)C(C)(C)O3)C=CC=2F)=[O:42])[CH2:27]1.[C:61]([C:64]1C=[CH:85][C:84]([C:87]2[CH:88]=[N:89][C:90]([C:93]([F:96])([F:95])[F:94])=[N:91][CH:92]=2)=[CH:83][C:65]=1CNC([C@@H]1C[C@@H](F)CN1C(OC(C)(C)C)=O)=O)(=[O:63])[NH2:62].CCN(C(C)C)C(C)C. Product: [C:61]([C:64]1[CH:65]=[CH:83][C:84]([C:87]2[CH:88]=[N:89][C:90]([C:93]([F:94])([F:95])[F:96])=[N:91][CH:92]=2)=[CH:85][C:45]=1[CH2:44][NH:43][C:41]([C@@H:28]1[CH2:27][C@@H:26]([F:25])[CH2:30][N:29]1[S:31]([C:34]1[CH:35]=[CH:36][C:37]([F:40])=[CH:38][CH:39]=1)(=[O:33])=[O:32])=[O:42])(=[O:63])[NH2:62]. The catalyst class is: 3.